The task is: Predict which catalyst facilitates the given reaction.. This data is from Catalyst prediction with 721,799 reactions and 888 catalyst types from USPTO. (1) Reactant: [F:1][C:2]1[CH:3]=[C:4]([NH:28][C:29]([C:31]2[C:32](=[O:44])[N:33]([C:37]3[CH:42]=[CH:41][C:40]([F:43])=[CH:39][CH:38]=3)[N:34]=[CH:35][CH:36]=2)=[O:30])[CH:5]=[CH:6][C:7]=1[O:8][C:9]1[CH:14]=[CH:13][N:12]=[C:11]2[N:15]([CH2:19][C:20]3[CH:25]=[CH:24][C:23]([O:26][CH3:27])=[CH:22][CH:21]=3)[N:16]=[C:17](I)[C:10]=12.[N:45]1([C:51]([C:53]2[CH:58]=[CH:57][C:56](B(O)O)=[CH:55][CH:54]=2)=[O:52])[CH2:50][CH2:49][O:48][CH2:47][CH2:46]1.C([O-])([O-])=O.[Na+].[Na+]. Product: [F:1][C:2]1[CH:3]=[C:4]([NH:28][C:29]([C:31]2[C:32](=[O:44])[N:33]([C:37]3[CH:42]=[CH:41][C:40]([F:43])=[CH:39][CH:38]=3)[N:34]=[CH:35][CH:36]=2)=[O:30])[CH:5]=[CH:6][C:7]=1[O:8][C:9]1[CH:14]=[CH:13][N:12]=[C:11]2[N:15]([CH2:19][C:20]3[CH:25]=[CH:24][C:23]([O:26][CH3:27])=[CH:22][CH:21]=3)[N:16]=[C:17]([C:56]3[CH:55]=[CH:54][C:53]([C:51]([N:45]4[CH2:50][CH2:49][O:48][CH2:47][CH2:46]4)=[O:52])=[CH:58][CH:57]=3)[C:10]=12. The catalyst class is: 104. (2) Reactant: [Cl:1][C:2]1[CH:7]=[C:6]([O:8]C)[CH:5]=[CH:4][C:3]=1[CH:10]([CH3:24])[C:11]([C:17]1[CH:22]=[CH:21][N:20]=[C:19]([Cl:23])[CH:18]=1)([OH:16])[C:12]([F:15])([F:14])[F:13].C([O-])(O)=O.[Na+]. Product: [Cl:1][C:2]1[CH:7]=[C:6]([OH:8])[CH:5]=[CH:4][C:3]=1[CH:10]([CH3:24])[C:11]([C:17]1[CH:22]=[CH:21][N:20]=[C:19]([Cl:23])[CH:18]=1)([OH:16])[C:12]([F:15])([F:14])[F:13]. The catalyst class is: 201. (3) Reactant: [CH3:1][S:2](Cl)(=[O:4])=[O:3].[Cl:6][C:7]1[CH:8]=[C:9]([C:13]2[O:17][N:16]=[C:15]([CH:18]([OH:20])[CH3:19])[N:14]=2)[CH:10]=[CH:11][CH:12]=1. Product: [CH3:1][S:2]([O:20][CH:18]([C:15]1[N:14]=[C:13]([C:9]2[CH:10]=[CH:11][CH:12]=[C:7]([Cl:6])[CH:8]=2)[O:17][N:16]=1)[CH3:19])(=[O:4])=[O:3]. The catalyst class is: 2. (4) Reactant: [C:1]([O:5][C:6](=[O:18])[NH:7][C@H:8]([C:12](=[O:17])N(OC)C)[CH:9]([CH3:11])[CH3:10])([CH3:4])([CH3:3])[CH3:2].[H-].[Al+3].[Li+].[H-].[H-].[H-].OS([O-])(=O)=O.[Na+].C(OCC)C. Product: [C:1]([O:5][C:6](=[O:18])[NH:7][C@H:8]([CH:12]=[O:17])[CH:9]([CH3:10])[CH3:11])([CH3:2])([CH3:4])[CH3:3]. The catalyst class is: 30. (5) Reactant: [CH:1]1([CH2:4][N:5]2[C:9]3[CH:10]=[CH:11][C:12]([OH:18])=[C:13]([C:14]([F:17])([F:16])[F:15])[C:8]=3[N:7]=[N:6]2)[CH2:3][CH2:2]1.Cl[C:20]1[C:25]([CH:26]=[O:27])=[CH:24][CH:23]=[CH:22][N:21]=1.C(=O)([O-])[O-].[Cs+].[Cs+].O. Product: [CH:1]1([CH2:4][N:5]2[C:9]3[CH:10]=[CH:11][C:12]([O:18][C:20]4[C:25]([CH:26]=[O:27])=[CH:24][CH:23]=[CH:22][N:21]=4)=[C:13]([C:14]([F:16])([F:17])[F:15])[C:8]=3[N:7]=[N:6]2)[CH2:3][CH2:2]1. The catalyst class is: 80. (6) Reactant: [H-].[Na+].[Cl:3][C:4]1[CH:12]=[C:11]2[C:7]([CH:8]=[CH:9][NH:10]2)=[CH:6][CH:5]=1.[C:13](O[C:13]([O:15][C:16]([CH3:19])([CH3:18])[CH3:17])=[O:14])([O:15][C:16]([CH3:19])([CH3:18])[CH3:17])=[O:14]. Product: [C:16]([O:15][C:13]([N:10]1[C:11]2[C:7](=[CH:6][CH:5]=[C:4]([Cl:3])[CH:12]=2)[CH:8]=[CH:9]1)=[O:14])([CH3:19])([CH3:18])[CH3:17]. The catalyst class is: 1. (7) The catalyst class is: 110. Product: [C:21]([O:20][C:18]([NH:19][C:2]1[CH:7]=[CH:6][C:5]([C:8]2([C:11]([O:13][C:14]([CH3:17])([CH3:16])[CH3:15])=[O:12])[CH2:10][CH2:9]2)=[CH:4][CH:3]=1)=[O:25])([CH3:24])([CH3:23])[CH3:22]. Reactant: Br[C:2]1[CH:7]=[CH:6][C:5]([C:8]2([C:11]([O:13][C:14]([CH3:17])([CH3:16])[CH3:15])=[O:12])[CH2:10][CH2:9]2)=[CH:4][CH:3]=1.[C:18](=[O:25])([O:20][C:21]([CH3:24])([CH3:23])[CH3:22])[NH2:19].[Na].C(P(C(C)(C)C)C(C)(C)C)(C)(C)C.C1(C)C=CC=CC=1.